Dataset: Full USPTO retrosynthesis dataset with 1.9M reactions from patents (1976-2016). Task: Predict the reactants needed to synthesize the given product. (1) Given the product [Cl:12][C:13]1[CH:18]=[C:17]([Cl:19])[CH:16]=[CH:15][C:14]=1[C:20]([N:22]=[C:23]=[S:24])=[O:21].[Cl:12][C:13]1[CH:18]=[C:17]([Cl:19])[CH:16]=[CH:15][C:14]=1[C:20]([NH:22][C:23]([NH:44][C:43]1[CH:45]=[CH:46][C:40]([O:39][C:30]2[C:29]3[C:34](=[CH:35][C:36]([O:37][CH3:38])=[C:27]([O:26][CH3:25])[CH:28]=3)[N:33]=[CH:32][CH:31]=2)=[CH:41][C:42]=1[F:47])=[S:24])=[O:21], predict the reactants needed to synthesize it. The reactants are: ClC1C=C(Cl)C=CC=1C(Cl)=O.[Cl:12][C:13]1[CH:18]=[C:17]([Cl:19])[CH:16]=[CH:15][C:14]=1[C:20]([N:22]=[C:23]=[S:24])=[O:21].[CH3:25][O:26][C:27]1[CH:28]=[C:29]2[C:34](=[CH:35][C:36]=1[O:37][CH3:38])[N:33]=[CH:32][CH:31]=[C:30]2[O:39][C:40]1[CH:46]=[CH:45][C:43]([NH2:44])=[C:42]([F:47])[CH:41]=1.C1(C)C=CC=CC=1. (2) The reactants are: Br[C:2]1[N:7]=[CH:6][N:5]2[CH:8]=[N:9][N:10]=[C:4]2[C:3]=1[C:11]1[CH:16]=[CH:15][CH:14]=[CH:13][CH:12]=1.[CH:17]([C:19]1[CH:24]=[CH:23][C:22](B(O)O)=[CH:21][CH:20]=1)=[O:18].C([O-])([O-])=O.[Cs+].[Cs+]. Given the product [C:11]1([C:3]2[C:4]3[N:5]([CH:8]=[N:9][N:10]=3)[CH:6]=[N:7][C:2]=2[C:22]2[CH:23]=[CH:24][C:19]([CH:17]=[O:18])=[CH:20][CH:21]=2)[CH:16]=[CH:15][CH:14]=[CH:13][CH:12]=1, predict the reactants needed to synthesize it. (3) Given the product [Cl:1][C:2]1[N:7]=[C:6]([CH2:8][O:35][C:31]2[CH:30]=[C:29]([C@H:22]([CH:19]3[CH2:20][CH2:21]3)[CH2:23][C:24]([O:26][CH2:27][CH3:28])=[O:25])[CH:34]=[CH:33][CH:32]=2)[CH:5]=[N:4][C:3]=1[C:10]1[C:15]([F:16])=[CH:14][N:13]=[C:12]([O:17][CH3:18])[CH:11]=1, predict the reactants needed to synthesize it. The reactants are: [Cl:1][C:2]1[C:3]([C:10]2[C:15]([F:16])=[CH:14][N:13]=[C:12]([O:17][CH3:18])[CH:11]=2)=[N:4][CH:5]=[C:6]([CH2:8]Cl)[N:7]=1.[CH:19]1([C@@H:22]([C:29]2[CH:34]=[CH:33][CH:32]=[C:31]([OH:35])[CH:30]=2)[CH2:23][C:24]([O:26][CH2:27][CH3:28])=[O:25])[CH2:21][CH2:20]1.C([O-])([O-])=O.[Cs+].[Cs+].O. (4) Given the product [F:24][C:25]1[C:30]([O:9][C:8]([C:7]2[C:6]([Cl:11])=[N:5][C:4]3=[N:12][N:13]([CH2:15][C:16]4[CH:21]=[CH:20][C:19]([O:22][CH3:23])=[CH:18][CH:17]=4)[CH:14]=[C:3]3[C:2]=2[NH2:1])=[O:10])=[C:29]([F:32])[C:28]([F:33])=[C:27]([F:34])[C:26]=1[F:35], predict the reactants needed to synthesize it. The reactants are: [NH2:1][C:2]1[C:3]2[C:4](=[N:12][N:13]([CH2:15][C:16]3[CH:21]=[CH:20][C:19]([O:22][CH3:23])=[CH:18][CH:17]=3)[CH:14]=2)[N:5]=[C:6]([Cl:11])[C:7]=1[C:8]([OH:10])=[O:9].[F:24][C:25]1[C:30](O)=[C:29]([F:32])[C:28]([F:33])=[C:27]([F:34])[C:26]=1[F:35].C1CCC(N=C=NC2CCCCC2)CC1. (5) Given the product [Br:1][C:2]1[C:3]([O:12][CH3:13])=[CH:4][C:5]([O:10][CH3:11])=[C:6]([CH2:7][C:15]2[CH:20]=[CH:19][C:18]([O:21][CH2:22][CH3:23])=[CH:17][CH:16]=2)[CH:9]=1, predict the reactants needed to synthesize it. The reactants are: [Br:1][C:2]1[C:3]([O:12][CH3:13])=[CH:4][C:5]([O:10][CH3:11])=[C:6]([CH:9]=1)[CH:7]=O.Br[C:15]1[CH:20]=[CH:19][C:18]([O:21][CH2:22][CH3:23])=[CH:17][CH:16]=1. (6) Given the product [C:1]([O:5][C:6]([N:8]1[CH2:13][CH2:12][CH:11]([O:14][C:15]2[CH:20]=[CH:19][C:18]([NH:21][CH2:23][C:24]3[N:28]([CH2:29][C:30](=[O:38])[NH:31][CH:32]4[CH2:37][CH2:36][CH2:35][CH2:34][CH2:33]4)[C:27]4[CH:39]=[CH:40][C:41]([C:43]#[N:44])=[CH:42][C:26]=4[N:25]=3)=[CH:17][CH:16]=2)[CH2:10][CH2:9]1)=[O:7])([CH3:4])([CH3:2])[CH3:3], predict the reactants needed to synthesize it. The reactants are: [C:1]([O:5][C:6]([N:8]1[CH2:13][CH2:12][CH:11]([O:14][C:15]2[CH:20]=[CH:19][C:18]([NH2:21])=[CH:17][CH:16]=2)[CH2:10][CH2:9]1)=[O:7])([CH3:4])([CH3:3])[CH3:2].Cl[CH2:23][C:24]1[N:28]([CH2:29][C:30](=[O:38])[NH:31][CH:32]2[CH2:37][CH2:36][CH2:35][CH2:34][CH2:33]2)[C:27]2[CH:39]=[CH:40][C:41]([C:43]#[N:44])=[CH:42][C:26]=2[N:25]=1.C(N(C(C)C)CC)(C)C. (7) Given the product [CH:1]([NH:4][C:5]([C:7]1[C:15]2[C:10](=[N:11][CH:12]=[C:13]([C:16]3[C:24]4[C:19](=[CH:20][C:21]([F:25])=[CH:22][CH:23]=4)[N:18]([CH:26]4[CH2:27][O:28][CH2:29]4)[N:17]=3)[N:14]=2)[NH:9][CH:8]=1)=[O:6])([CH3:3])[CH3:2], predict the reactants needed to synthesize it. The reactants are: [CH:1]([NH:4][C:5]([C:7]1[C:15]2[C:10](=[N:11][CH:12]=[C:13]([C:16]3[C:24]4[C:19](=[CH:20][C:21]([F:25])=[CH:22][CH:23]=4)[N:18]([CH:26]4[CH2:29][O:28][CH2:27]4)[N:17]=3)[N:14]=2)[N:9](COCC[Si](C)(C)C)[CH:8]=1)=[O:6])([CH3:3])[CH3:2].C(O)(C(F)(F)F)=O. (8) Given the product [NH2:22][CH2:21][CH2:20][N:8]1[C:9]2[CH:10]=[CH:11][C:12]([C:17](=[O:19])[CH3:18])=[CH:13][C:14]=2[C:15]2[C:7]1=[CH:6][CH:5]=[C:4]([C:1](=[O:3])[CH3:2])[CH:16]=2, predict the reactants needed to synthesize it. The reactants are: [C:1]([C:4]1[CH:5]=[CH:6][C:7]2[N:8]([CH2:20][CH2:21][NH:22]S(C3C=CC=CC=3[N+]([O-])=O)(=O)=O)[C:9]3[C:14]([C:15]=2[CH:16]=1)=[CH:13][C:12]([C:17](=[O:19])[CH3:18])=[CH:11][CH:10]=3)(=[O:3])[CH3:2].C([O-])([O-])=O.[Cs+].[Cs+].C1(S)C=CC=CC=1.C(Cl)(Cl)Cl.CO. (9) Given the product [C:8]([C:5]1[CH:6]=[CH:7][C:2]([F:1])=[C:3]([C@:17]2([CH2:28][F:29])[CH2:22][C@@H:21]([C:23]([F:24])([F:25])[F:26])[O:20][C:19]([NH2:27])=[N:18]2)[CH:4]=1)#[CH:9], predict the reactants needed to synthesize it. The reactants are: [F:1][C:2]1[CH:7]=[CH:6][C:5]([C:8]#[C:9][Si](CC)(CC)CC)=[CH:4][C:3]=1[C@:17]1([CH2:28][F:29])[CH2:22][C@@H:21]([C:23]([F:26])([F:25])[F:24])[O:20][C:19]([NH2:27])=[N:18]1.[F-].C([N+](CCCC)(CCCC)CCCC)CCC.